From a dataset of Full USPTO retrosynthesis dataset with 1.9M reactions from patents (1976-2016). Predict the reactants needed to synthesize the given product. (1) Given the product [Cl:1][C:2]1[CH:3]([CH2:8][CH2:9][CH3:10])[N:4]([OH:19])[CH:5]=[CH:6][N:7]=1, predict the reactants needed to synthesize it. The reactants are: [Cl:1][C:2]1[C:3]([CH2:8][CH2:9][CH3:10])=[N:4][CH:5]=[CH:6][N:7]=1.C1C=C(Cl)C=C(C(OO)=[O:19])C=1.N. (2) Given the product [Br:1][C:2]1[CH:3]=[CH:4][C:5]([N:12]([CH3:11])[CH2:13][CH2:14][CH3:15])=[C:6]([CH:9]=1)[CH:7]=[O:8], predict the reactants needed to synthesize it. The reactants are: [Br:1][C:2]1[CH:3]=[CH:4][C:5](F)=[C:6]([CH:9]=1)[CH:7]=[O:8].[CH3:11][NH:12][CH2:13][CH2:14][CH3:15].C(=O)([O-])[O-].[Na+].[Na+]. (3) Given the product [CH2:23]([O:6][CH2:7][CH:8]1[CH2:13][CH2:12][N:11]([C:14]([O:16][C:17]([CH3:20])([CH3:19])[CH3:18])=[O:15])[CH2:10][CH2:9]1)[C:24]1[CH:29]=[CH:28][CH:27]=[CH:26][CH:25]=1, predict the reactants needed to synthesize it. The reactants are: CN(C)C=O.[OH:6][CH2:7][CH:8]1[CH2:13][CH2:12][N:11]([C:14]([O:16][C:17]([CH3:20])([CH3:19])[CH3:18])=[O:15])[CH2:10][CH2:9]1.[H-].[Na+].[CH2:23](Br)[C:24]1[CH:29]=[CH:28][CH:27]=[CH:26][CH:25]=1. (4) Given the product [CH:1]1([NH:6][C:7]2[S:11][CH:10]=[N:9][C:8]=2[C:12]2[NH:31][C:28]3[CH:29]=[CH:30][C:25]([CH3:24])=[CH:26][C:27]=3[N:32]=2)[CH2:5][CH2:4][CH2:3][CH2:2]1, predict the reactants needed to synthesize it. The reactants are: [CH:1]1([NH:6][C:7]2[S:11][CH:10]=[N:9][C:8]=2[C:12](O)=O)[CH2:5][CH2:4][CH2:3][CH2:2]1.C(N(C(C)C)CC)(C)C.[CH3:24][C:25]1[CH:26]=[C:27]([NH2:32])[C:28]([NH2:31])=[CH:29][CH:30]=1.CN(C(ON1N=NC2C=CC=CC1=2)=[N+](C)C)C.[B-](F)(F)(F)F. (5) Given the product [CH2:16]([O:18][C:19](=[O:33])[CH2:20][O:21][C:22]1[CH:27]=[C:26]([O:28][CH3:29])[CH:25]=[CH:24][C:23]=1[C:30]([CH3:34])=[CH:31][C:3]#[N:4])[CH3:17], predict the reactants needed to synthesize it. The reactants are: [H-].[Na+].[C:3](CP(=O)(OCC)OCC)#[N:4].[H][H].[CH2:16]([O:18][C:19](=[O:33])[CH2:20][O:21][C:22]1[CH:27]=[C:26]([O:28][CH3:29])[CH:25]=[CH:24][C:23]=1[C:30](=O)[CH3:31])[CH3:17].[CH2:34]1COCC1. (6) Given the product [C:1]([O:5][C:6](=[O:30])[CH2:7][CH2:8][CH2:9][O:10][C:11]1[CH:16]=[CH:15][CH:14]=[C:13]([CH3:17])[C:12]=1[N:18]([C:20](=[O:29])[C:21]1[CH:26]=[CH:25][C:24]([Cl:27])=[C:23]([B:31]2[O:35][C:34]([CH3:37])([CH3:36])[C:33]([CH3:39])([CH3:38])[O:32]2)[CH:22]=1)[CH3:19])([CH3:4])([CH3:3])[CH3:2], predict the reactants needed to synthesize it. The reactants are: [C:1]([O:5][C:6](=[O:30])[CH2:7][CH2:8][CH2:9][O:10][C:11]1[CH:16]=[CH:15][CH:14]=[C:13]([CH3:17])[C:12]=1[N:18]([C:20](=[O:29])[C:21]1[CH:26]=[CH:25][C:24]([Cl:27])=[C:23](Br)[CH:22]=1)[CH3:19])([CH3:4])([CH3:3])[CH3:2].[B:31]1([B:31]2[O:35][C:34]([CH3:37])([CH3:36])[C:33]([CH3:39])([CH3:38])[O:32]2)[O:35][C:34]([CH3:37])([CH3:36])[C:33]([CH3:39])([CH3:38])[O:32]1.C([O-])(=O)C.[K+]. (7) Given the product [CH2:1]([O:3][C:4]([N:6]1[C:15]2[C:10](=[N:11][C:12]([O:16][CH3:17])=[CH:13][CH:14]=2)[C@@H:9]([NH:18][C:19]2[N:24]=[C:23]([CH2:25][C:26]3[CH:27]=[C:28]([C:36]([F:37])([F:38])[F:39])[CH:29]=[C:30]([C:32]([F:35])([F:33])[F:34])[CH:31]=3)[C:22]([CH2:40][O:41][CH2:53][CH2:52][C:51]([O:50][C:46]([CH3:49])([CH3:48])[CH3:47])=[O:54])=[CH:21][N:20]=2)[CH2:8][C@H:7]1[CH2:42][CH3:43])=[O:5])[CH3:2], predict the reactants needed to synthesize it. The reactants are: [CH2:1]([O:3][C:4]([N:6]1[C:15]2[C:10](=[N:11][C:12]([O:16][CH3:17])=[CH:13][CH:14]=2)[C@@H:9]([NH:18][C:19]2[N:24]=[C:23]([CH2:25][C:26]3[CH:31]=[C:30]([C:32]([F:35])([F:34])[F:33])[CH:29]=[C:28]([C:36]([F:39])([F:38])[F:37])[CH:27]=3)[C:22]([CH2:40][OH:41])=[CH:21][N:20]=2)[CH2:8][C@H:7]1[CH2:42][CH3:43])=[O:5])[CH3:2].[OH-].[Na+].[C:46]([O:50][C:51](=[O:54])[CH:52]=[CH2:53])([CH3:49])([CH3:48])[CH3:47]. (8) Given the product [C:1]([O:5][C:6](=[O:19])[NH:7][C:8]1[CH:13]=[C:12]([O:14][CH3:15])[C:11]([CH3:16])=[C:10]([O:17][CH3:18])[C:9]=1[Br:27])([CH3:4])([CH3:3])[CH3:2], predict the reactants needed to synthesize it. The reactants are: [C:1]([O:5][C:6](=[O:19])[NH:7][C:8]1[CH:13]=[C:12]([O:14][CH3:15])[C:11]([CH3:16])=[C:10]([O:17][CH3:18])[CH:9]=1)([CH3:4])([CH3:3])[CH3:2].C1C(=O)N([Br:27])C(=O)C1. (9) Given the product [C:51]([N:48]1[CH2:47][CH2:46][N:45]([C:42]2[CH:43]=[CH:44][C:39]([NH:38][C:2]3[N:3]=[C:4]([N:23]4[CH2:24][CH2:25][CH:26]([CH2:29][NH2:30])[CH2:27][CH2:28]4)[C:5]4[C:10]([C:11]#[N:12])=[CH:9][NH:8][C:6]=4[N:7]=3)=[CH:40][CH:41]=2)[CH2:50][CH2:49]1)(=[O:53])[CH3:52], predict the reactants needed to synthesize it. The reactants are: Cl[C:2]1[N:3]=[C:4]([N:23]2[CH2:28][CH2:27][CH:26]([CH2:29][NH:30]C(=O)OC(C)(C)C)[CH2:25][CH2:24]2)[C:5]2[C:10]([C:11]#[N:12])=[CH:9][N:8](S(C3C=CC(C)=CC=3)(=O)=O)[C:6]=2[N:7]=1.[NH2:38][C:39]1[CH:44]=[CH:43][C:42]([N:45]2[CH2:50][CH2:49][N:48]([C:51](=[O:53])[CH3:52])[CH2:47][CH2:46]2)=[CH:41][CH:40]=1.C[Si](Cl)(C)C.